Regression. Given two drug SMILES strings and cell line genomic features, predict the synergy score measuring deviation from expected non-interaction effect. From a dataset of NCI-60 drug combinations with 297,098 pairs across 59 cell lines. Drug 1: CC(CN1CC(=O)NC(=O)C1)N2CC(=O)NC(=O)C2. Drug 2: CC(C)(C#N)C1=CC(=CC(=C1)CN2C=NC=N2)C(C)(C)C#N. Cell line: K-562. Synergy scores: CSS=21.6, Synergy_ZIP=-4.60, Synergy_Bliss=2.57, Synergy_Loewe=2.87, Synergy_HSA=2.46.